From a dataset of NCI-60 drug combinations with 297,098 pairs across 59 cell lines. Regression. Given two drug SMILES strings and cell line genomic features, predict the synergy score measuring deviation from expected non-interaction effect. Drug 1: CN(C)C1=NC(=NC(=N1)N(C)C)N(C)C. Drug 2: CN(C(=O)NC(C=O)C(C(C(CO)O)O)O)N=O. Cell line: SK-MEL-2. Synergy scores: CSS=-5.27, Synergy_ZIP=-0.720, Synergy_Bliss=-8.26, Synergy_Loewe=-8.91, Synergy_HSA=-11.5.